From a dataset of Catalyst prediction with 721,799 reactions and 888 catalyst types from USPTO. Predict which catalyst facilitates the given reaction. (1) Reactant: [NH2:1][C:2]1[C:3]([O:17][CH3:18])=[C:4]([NH:12][S:13]([CH3:16])(=[O:15])=[O:14])[CH:5]=[C:6]([C:8]([CH3:11])([CH3:10])[CH3:9])[CH:7]=1.[Li]CCCC.[Li+].C[Si]([N-][Si](C)(C)C)(C)C.C([O:36][C:37](=O)[C:38]1[CH:43]=[CH:42][C:41]([CH3:44])=[C:40]([N:45]2[CH:49]=[C:48]([C:50]3[N:51]([CH3:55])[CH:52]=[N:53][CH:54]=3)[CH:47]=[N:46]2)[CH:39]=1)C. Product: [C:8]([C:6]1[CH:5]=[C:4]([NH:12][S:13]([CH3:16])(=[O:15])=[O:14])[C:3]([O:17][CH3:18])=[C:2]([NH:1][C:37](=[O:36])[C:38]2[CH:43]=[CH:42][C:41]([CH3:44])=[C:40]([N:45]3[CH:49]=[C:48]([C:50]4[N:51]([CH3:55])[CH:52]=[N:53][CH:54]=4)[CH:47]=[N:46]3)[CH:39]=2)[CH:7]=1)([CH3:10])([CH3:11])[CH3:9]. The catalyst class is: 36. (2) Reactant: [Br:1][C:2]1[C:3]2[CH:22]=[CH:21][CH:20]=[CH:19][C:4]=2[C:5]2[CH2:6][N:7]([C@H:12]3[CH2:17][CH2:16][CH2:15][CH2:14][C@@H:13]3[OH:18])[C:8](=[O:11])[C:9]=2[CH:10]=1.N1C(C)=CC=CC=1C.FC(F)(F)S(O[Si:37]([C:40]([CH3:43])([CH3:42])[CH3:41])([CH3:39])[CH3:38])(=O)=O.O. Product: [Br:1][C:2]1[C:3]2[CH:22]=[CH:21][CH:20]=[CH:19][C:4]=2[C:5]2[CH2:6][N:7]([C@H:12]3[CH2:17][CH2:16][CH2:15][CH2:14][C@@H:13]3[O:18][Si:37]([C:40]([CH3:43])([CH3:42])[CH3:41])([CH3:39])[CH3:38])[C:8](=[O:11])[C:9]=2[CH:10]=1. The catalyst class is: 4.